Dataset: Reaction yield outcomes from USPTO patents with 853,638 reactions. Task: Predict the reaction yield, written as a fraction of the theoretical maximum amount of product (1.0 means a 100% yield; for example, 0.34 means a 34% yield). (1) The reactants are [CH:1]1([Mg]Cl)[CH2:6][CH2:5][CH2:4][CH2:3][CH2:2]1.[NH2:9][C:10]1[CH:17]=[CH:16][CH:15]=[CH:14][C:11]=1[C:12]#N.[O:18]1CCCC1. No catalyst specified. The product is [CH:1]1([C:12]([C:11]2[CH:14]=[CH:15][CH:16]=[CH:17][C:10]=2[NH2:9])=[O:18])[CH2:6][CH2:5][CH2:4][CH2:3][CH2:2]1. The yield is 0.570. (2) The catalyst is [OH-].[Na+]. The yield is 0.826. The product is [CH3:19][S:16]([NH:15][C:12]1[CH:13]=[CH:14][C:9]2[NH:8][C:6]([CH2:5][C:4]([OH:3])=[O:24])=[N:21][S:20](=[O:23])(=[O:22])[C:10]=2[CH:11]=1)(=[O:18])=[O:17]. The reactants are C([O:3][C:4](=[O:24])[CH2:5][C:6]([NH:8][C:9]1[CH:14]=[CH:13][C:12]([NH:15][S:16]([CH3:19])(=[O:18])=[O:17])=[CH:11][C:10]=1[S:20](=[O:23])(=[O:22])[NH2:21])=O)C.Cl. (3) The reactants are [Br:1][C:2]1[CH:3]=[C:4]([S:9]([NH2:12])(=[O:11])=[O:10])[C:5]([OH:8])=[N:6][CH:7]=1.[CH3:13][Si](C=[N+]=[N-])(C)C. The catalyst is CO.C(Cl)Cl. The product is [Br:1][C:2]1[CH:3]=[C:4]([S:9]([NH2:12])(=[O:11])=[O:10])[C:5](=[O:8])[N:6]([CH3:13])[CH:7]=1.[Br:1][C:2]1[CH:3]=[C:4]([S:9]([NH2:12])(=[O:11])=[O:10])[C:5]([O:8][CH3:13])=[N:6][CH:7]=1. The yield is 0.530.